Dataset: Forward reaction prediction with 1.9M reactions from USPTO patents (1976-2016). Task: Predict the product of the given reaction. (1) The product is: [F:19][C:13]1[CH:14]=[C:15]([F:18])[CH:16]=[CH:17][C:12]=1[C:9]1[CH:10]=[C:11]2[C:6](=[CH:7][CH:8]=1)[N:5]=[C:4]([C:20]1[CH:21]=[N:22][CH:23]=[CH:24][CH:25]=1)[N:3]=[C:2]2[C:31]1[N:32]=[CH:33][S:34][CH:35]=1. Given the reactants Br[C:2]1[C:11]2[C:6](=[CH:7][CH:8]=[C:9]([C:12]3[CH:17]=[CH:16][C:15]([F:18])=[CH:14][C:13]=3[F:19])[CH:10]=2)[N:5]=[C:4]([C:20]2[CH:21]=[N:22][CH:23]=[CH:24][CH:25]=2)[N:3]=1.C([Sn](CCCC)(CCCC)[C:31]1[N:32]=[CH:33][S:34][CH:35]=1)CCC, predict the reaction product. (2) Given the reactants [CH3:1][O:2][C:3]1[CH:4]=[C:5]([C:15]2[N:19]3[CH2:20][CH2:21][CH2:22][CH:23]([C:24]4[CH:29]=[CH:28][C:27]([C:30]([F:33])([F:32])[F:31])=[CH:26][CH:25]=4)[C:18]3=[N:17][N:16]=2)[CH:6]=[CH:7][C:8]=1[C:9]1[O:13][C:12]([CH3:14])=[N:11][CH:10]=1.[H-].[Na+].[CH3:36]I.O, predict the reaction product. The product is: [CH3:1][O:2][C:3]1[CH:4]=[C:5]([C:15]2[N:19]3[CH2:20][CH2:21][CH2:22][C:23]([CH3:36])([C:24]4[CH:25]=[CH:26][C:27]([C:30]([F:33])([F:32])[F:31])=[CH:28][CH:29]=4)[C:18]3=[N:17][N:16]=2)[CH:6]=[CH:7][C:8]=1[C:9]1[O:13][C:12]([CH3:14])=[N:11][CH:10]=1.